Task: Regression. Given two drug SMILES strings and cell line genomic features, predict the synergy score measuring deviation from expected non-interaction effect.. Dataset: NCI-60 drug combinations with 297,098 pairs across 59 cell lines (1) Drug 1: CC1CCC2CC(C(=CC=CC=CC(CC(C(=O)C(C(C(=CC(C(=O)CC(OC(=O)C3CCCCN3C(=O)C(=O)C1(O2)O)C(C)CC4CCC(C(C4)OC)OCCO)C)C)O)OC)C)C)C)OC. Drug 2: CC12CCC3C(C1CCC2O)C(CC4=C3C=CC(=C4)O)CCCCCCCCCS(=O)CCCC(C(F)(F)F)(F)F. Cell line: HCT116. Synergy scores: CSS=26.4, Synergy_ZIP=11.8, Synergy_Bliss=13.1, Synergy_Loewe=11.8, Synergy_HSA=11.9. (2) Drug 2: C1CN1C2=NC(=NC(=N2)N3CC3)N4CC4. Synergy scores: CSS=73.3, Synergy_ZIP=0.0489, Synergy_Bliss=1.95, Synergy_Loewe=-8.23, Synergy_HSA=0.398. Cell line: SR. Drug 1: CN1C(=O)N2C=NC(=C2N=N1)C(=O)N. (3) Drug 1: C(=O)(N)NO. Drug 2: CCCCCOC(=O)NC1=NC(=O)N(C=C1F)C2C(C(C(O2)C)O)O. Cell line: UACC-257. Synergy scores: CSS=2.41, Synergy_ZIP=-1.52, Synergy_Bliss=-1.98, Synergy_Loewe=-1.51, Synergy_HSA=-1.04. (4) Drug 1: C1=CC(=CC=C1CCC2=CNC3=C2C(=O)NC(=N3)N)C(=O)NC(CCC(=O)O)C(=O)O. Drug 2: C1=CC(=CC=C1CCCC(=O)O)N(CCCl)CCCl. Cell line: NCI-H522. Synergy scores: CSS=21.3, Synergy_ZIP=-3.56, Synergy_Bliss=-16.0, Synergy_Loewe=-27.0, Synergy_HSA=-12.4. (5) Drug 1: CN(CC1=CN=C2C(=N1)C(=NC(=N2)N)N)C3=CC=C(C=C3)C(=O)NC(CCC(=O)O)C(=O)O. Drug 2: COC1=C2C(=CC3=C1OC=C3)C=CC(=O)O2. Synergy scores: CSS=32.9, Synergy_ZIP=-3.90, Synergy_Bliss=-4.74, Synergy_Loewe=-41.6, Synergy_HSA=-5.74. Cell line: NCIH23. (6) Drug 1: CC1CCC2CC(C(=CC=CC=CC(CC(C(=O)C(C(C(=CC(C(=O)CC(OC(=O)C3CCCCN3C(=O)C(=O)C1(O2)O)C(C)CC4CCC(C(C4)OC)OCCO)C)C)O)OC)C)C)C)OC. Drug 2: CNC(=O)C1=NC=CC(=C1)OC2=CC=C(C=C2)NC(=O)NC3=CC(=C(C=C3)Cl)C(F)(F)F. Cell line: DU-145. Synergy scores: CSS=10.9, Synergy_ZIP=-2.64, Synergy_Bliss=2.15, Synergy_Loewe=-9.19, Synergy_HSA=-0.488. (7) Drug 1: CN(C)N=NC1=C(NC=N1)C(=O)N. Drug 2: CC1=C2C(C(=O)C3(C(CC4C(C3C(C(C2(C)C)(CC1OC(=O)C(C(C5=CC=CC=C5)NC(=O)OC(C)(C)C)O)O)OC(=O)C6=CC=CC=C6)(CO4)OC(=O)C)O)C)O. Cell line: OVCAR-8. Synergy scores: CSS=5.77, Synergy_ZIP=0.0241, Synergy_Bliss=-1.07, Synergy_Loewe=-11.4, Synergy_HSA=-3.33.